Dataset: Full USPTO retrosynthesis dataset with 1.9M reactions from patents (1976-2016). Task: Predict the reactants needed to synthesize the given product. (1) Given the product [NH2:21][C@H:18]1[CH2:19][CH2:20][N:15]([CH2:14][CH2:13][N:10]2[C:11]3[C:6](=[CH:5][CH:4]=[C:3]([C:1]#[N:2])[CH:12]=3)[CH:7]=[CH:8][C:9]2=[O:31])[CH2:16][C@@H:17]1[O:29][CH3:30], predict the reactants needed to synthesize it. The reactants are: [C:1]([C:3]1[CH:12]=[C:11]2[C:6]([CH:7]=[CH:8][C:9](=[O:31])[N:10]2[CH2:13][CH2:14][N:15]2[CH2:20][CH2:19][C@H:18]([NH:21]C(=O)OC(C)(C)C)[C@@H:17]([O:29][CH3:30])[CH2:16]2)=[CH:5][CH:4]=1)#[N:2].FC(F)(F)C(O)=O. (2) The reactants are: [CH3:1][O:2][C:3]1[CH:4]=[C:5]([CH:22]=[CH:23][CH:24]=1)[CH2:6][NH:7][C:8]([C:10]1[S:21][C:13]2[N:14]([CH3:20])[C:15](=[O:19])[NH:16][C:17](=[O:18])[C:12]=2[CH:11]=1)=[O:9].C(=O)([O-])[O-].[Cs+].[Cs+].Br[CH2:32][C:33]1[CH:38]=[CH:37][C:36]([S:39]([N:42]2[CH2:47][CH2:46][O:45][CH2:44][CH2:43]2)(=[O:41])=[O:40])=[CH:35][CH:34]=1.O. Given the product [CH3:1][O:2][C:3]1[CH:4]=[C:5]([CH:22]=[CH:23][CH:24]=1)[CH2:6][NH:7][C:8]([C:10]1[S:21][C:13]2[N:14]([CH3:20])[C:15](=[O:19])[N:16]([CH2:32][C:33]3[CH:38]=[CH:37][C:36]([S:39]([N:42]4[CH2:47][CH2:46][O:45][CH2:44][CH2:43]4)(=[O:41])=[O:40])=[CH:35][CH:34]=3)[C:17](=[O:18])[C:12]=2[CH:11]=1)=[O:9], predict the reactants needed to synthesize it. (3) Given the product [F:17][C:18]1[CH:39]=[CH:38][C:21]([CH2:22][N:23]2[C:27](=[O:28])[N:26]([C:29]3[S:33][C:32]([C:34]([NH:1][CH2:2][C:11]4[O:10][CH:14]=[CH:13][N:12]=4)=[O:36])=[C:31]([CH3:37])[CH:30]=3)[CH:25]=[N:24]2)=[CH:20][CH:19]=1, predict the reactants needed to synthesize it. The reactants are: [NH2:1][CH2:2]C1C=NC=CC=1.Cl.[O:10]1[CH:14]=[CH:13][N:12]=[C:11]1NC.[F:17][C:18]1[CH:39]=[CH:38][C:21]([CH2:22][N:23]2[C:27](=[O:28])[N:26]([C:29]3[S:33][C:32]([C:34]([OH:36])=O)=[C:31]([CH3:37])[CH:30]=3)[CH:25]=[N:24]2)=[CH:20][CH:19]=1. (4) Given the product [N:26]1([CH2:14][CH2:15][CH2:16][O:17][C:18]2[CH:19]=[C:20]([CH:23]=[CH:24][CH:25]=2)[C:21]#[N:22])[CH:30]=[N:29][CH:28]=[N:27]1, predict the reactants needed to synthesize it. The reactants are: ClCCOC1C=C(C=CC=1)C#N.Cl[CH2:14][CH2:15][CH2:16][O:17][C:18]1[CH:19]=[C:20]([CH:23]=[CH:24][CH:25]=1)[C:21]#[N:22].[NH:26]1[CH:30]=[N:29][C:28](S)=[N:27]1.N1C=NC=N1. (5) Given the product [NH2:27][C@@H:22]([CH2:23][CH:24]([CH3:26])[CH3:25])[CH2:21][O:20][C:19]1[C:3]([CH:2]([F:1])[F:35])=[CH:4][C:5]2[C:14]3[C:9](=[C:10]([CH3:15])[N:11]=[CH:12][CH:13]=3)[C:8](=[O:16])[N:7]([CH3:17])[C:6]=2[CH:18]=1, predict the reactants needed to synthesize it. The reactants are: [F:1][CH:2]([F:35])[C:3]1[C:19]([O:20][CH2:21][C@@H:22]([NH:27]C(=O)OC(C)(C)C)[CH2:23][CH:24]([CH3:26])[CH3:25])=[CH:18][C:6]2[N:7]([CH3:17])[C:8](=[O:16])[C:9]3[C:14]([C:5]=2[CH:4]=1)=[CH:13][CH:12]=[N:11][C:10]=3[CH3:15].Cl.O1CCOCC1. (6) Given the product [S:44]1[C:40]([C@H:21]([O:22][Si:23]([C:36]([CH3:39])([CH3:38])[CH3:37])([C:24]2[CH:25]=[CH:26][CH:27]=[CH:28][CH:29]=2)[C:30]2[CH:31]=[CH:32][CH:33]=[CH:34][CH:35]=2)/[CH:20]=[CH:19]/[C@@H:11]2[C@@H:12]3[C@@H:13]([O:14][C:15](=[O:17])[CH2:16]3)[CH2:18][C@H:10]2[OH:9])=[CH:41][C:42]2[CH:48]=[CH:47][CH:46]=[CH:45][C:43]1=2, predict the reactants needed to synthesize it. The reactants are: C([O:9][C@@H:10]1[CH2:18][C@@H:13]2[O:14][C:15](=[O:17])[CH2:16][C@@H:12]2[C@H:11]1/[CH:19]=[CH:20]/[C@H:21]([C:40]1[S:44][C:43]2[CH:45]=[CH:46][CH:47]=[CH:48][C:42]=2[CH:41]=1)[O:22][Si:23]([C:36]([CH3:39])([CH3:38])[CH3:37])([C:30]1[CH:35]=[CH:34][CH:33]=[CH:32][CH:31]=1)[C:24]1[CH:29]=[CH:28][CH:27]=[CH:26][CH:25]=1)(=O)C1C=CC=CC=1. (7) Given the product [O:2]=[C:3]1[CH2:8][CH2:7][N:6]([C:9]2[CH:14]=[CH:13][C:12]([N:15]3[CH2:19][C@H:18]([CH2:20][OH:21])[O:17][C:16]3=[O:22])=[CH:11][C:10]=2[F:23])[CH2:5][CH:4]1[F:24], predict the reactants needed to synthesize it. The reactants are: C[O:2][C:3]1(OC)[CH2:8][CH2:7][N:6]([C:9]2[CH:14]=[CH:13][C:12]([N:15]3[CH2:19][C@H:18]([CH2:20][OH:21])[O:17][C:16]3=[O:22])=[CH:11][C:10]=2[F:23])[CH2:5][CH:4]1[F:24].CSC.C(Cl)(=O)C. (8) Given the product [Br:17][C:18]1[CH:19]=[C:20]2[C:25](=[CH:26][CH:27]=1)[NH:24][C:23](=[O:28])[C:22]([N:2]([CH3:1])[C:3]1[CH:8]=[CH:7][CH:6]=[CH:5][CH:4]=1)=[C:21]2[OH:36], predict the reactants needed to synthesize it. The reactants are: [CH3:1][NH:2][C:3]1[CH:8]=[CH:7][CH:6]=[CH:5][CH:4]=1.FC(F)(F)S([O-])(=O)=O.[Br:17][C:18]1[CH:19]=[C:20]2[C:25](=[CH:26][CH:27]=1)[NH:24][C:23](=[O:28])[C:22]([I+]C1C=CC=CC=1)=[C:21]2[OH:36]. (9) Given the product [NH2:21][CH2:20][CH2:19][N:18]([CH2:22][C:23]1[CH:24]=[CH:25][CH:26]=[CH:27][CH:28]=1)[C:15]1[CH:14]=[CH:13][C:12]([C:2]([OH:1])([CH3:11])[CH2:3][NH:4][S:5]([CH:8]([CH3:9])[CH3:10])(=[O:7])=[O:6])=[CH:17][CH:16]=1, predict the reactants needed to synthesize it. The reactants are: [OH:1][C:2]([C:12]1[CH:17]=[CH:16][C:15]([N:18]([CH2:22][C:23]2[CH:28]=[CH:27][CH:26]=[CH:25][CH:24]=2)[CH2:19][C:20]#[N:21])=[CH:14][CH:13]=1)([CH3:11])[CH2:3][NH:4][S:5]([CH:8]([CH3:10])[CH3:9])(=[O:7])=[O:6].[H-].[Al+3].[Li+].[H-].[H-].[H-].O.[OH-].[Na+]. (10) Given the product [C:1]([O:5][C:6]([N:8]1[CH2:16][CH2:15][CH:11]([CH2:12][OH:13])[CH2:10][CH2:9]1)=[O:7])([CH3:4])([CH3:3])[CH3:2], predict the reactants needed to synthesize it. The reactants are: [C:1]([O:5][C:6]([N:8]1[CH2:16][CH2:15][CH:11]([C:12](O)=[O:13])[CH2:10][CH2:9]1)=[O:7])([CH3:4])([CH3:3])[CH3:2].CN1CCOCC1.ClC(OCC)=O.[BH4-].[Na+].